From a dataset of Reaction yield outcomes from USPTO patents with 853,638 reactions. Predict the reaction yield, written as a fraction of the theoretical maximum amount of product (1.0 means a 100% yield; for example, 0.34 means a 34% yield). (1) The reactants are [Cl:1][C:2]1[C:19]([F:20])=[CH:18][CH:17]=[C:16]([F:21])[C:3]=1[CH2:4][N:5]1[CH2:10][CH2:9][NH:8][C:7]2[N:11]=[CH:12][C:13](I)=[CH:14][C:6]1=2.[F:22][C:23]1[C:24]([N:38]2[CH2:43][CH2:42][O:41][CH2:40][CH2:39]2)=[N:25][CH:26]=[CH:27][C:28]=1B1OC(C)(C)C(C)(C)O1. No catalyst specified. The product is [Cl:1][C:2]1[C:19]([F:20])=[CH:18][CH:17]=[C:16]([F:21])[C:3]=1[CH2:4][N:5]1[CH2:10][CH2:9][NH:8][C:7]2[N:11]=[CH:12][C:13]([C:28]3[CH:27]=[CH:26][N:25]=[C:24]([N:38]4[CH2:43][CH2:42][O:41][CH2:40][CH2:39]4)[C:23]=3[F:22])=[CH:14][C:6]1=2. The yield is 0.350. (2) The reactants are [C:1]([NH:8][CH:9]1[CH2:12][C:11](=C)[CH2:10]1)([O:3][C:4]([CH3:7])([CH3:6])[CH3:5])=[O:2].C([O-])([O-])=[O:15].[K+].[K+]. The catalyst is C(Cl)Cl.O.[Cl-].C([N+](CCCC)(CCCC)CCCC)CCC. The product is [C:1]([NH:8][CH:9]1[CH2:12][C:11](=[O:15])[CH2:10]1)([O:3][C:4]([CH3:7])([CH3:6])[CH3:5])=[O:2]. The yield is 0.720. (3) The reactants are [CH2:1]([N:8]1[C:12]([CH2:13][CH2:14][C:15](OCC)=[O:16])=[CH:11][C:10]([O:20][CH2:21][CH2:22][CH3:23])=[N:9]1)[C:2]1[CH:7]=[CH:6][CH:5]=[CH:4][CH:3]=1.[H-].[Al+3].[Li+].[H-].[H-].[H-].O.O.O.O.O.O.O.O.O.O.S([O-])([O-])(=O)=O.[Na+].[Na+]. The catalyst is O1CCCC1. The product is [CH2:1]([N:8]1[C:12]([CH2:13][CH2:14][CH2:15][OH:16])=[CH:11][C:10]([O:20][CH2:21][CH2:22][CH3:23])=[N:9]1)[C:2]1[CH:3]=[CH:4][CH:5]=[CH:6][CH:7]=1. The yield is 0.820. (4) The yield is 0.560. The reactants are C([Si](C)(C)[O:6][CH2:7][C@H:8]([O:12][C:13]1[CH:36]=[CH:35][C:16]2[C:17]3[N:21]([CH2:22][CH2:23][O:24][C:15]=2[CH:14]=1)[CH:20]=[C:19]([C:25]1[N:26]([CH2:30][C:31]([F:34])([F:33])[F:32])[N:27]=[CH:28][N:29]=1)[N:18]=3)[C:9]([NH2:11])=[O:10])(C)(C)C.CCCC[N+](CCCC)(CCCC)CCCC.[F-]. The product is [OH:6][CH2:7][C@H:8]([O:12][C:13]1[CH:36]=[CH:35][C:16]2[C:17]3[N:21]([CH:20]=[C:19]([C:25]4[N:26]([CH2:30][C:31]([F:32])([F:33])[F:34])[N:27]=[CH:28][N:29]=4)[N:18]=3)[CH2:22][CH2:23][O:24][C:15]=2[CH:14]=1)[C:9]([NH2:11])=[O:10]. The catalyst is C1COCC1.C(OCC)(=O)C.O. (5) The reactants are [Cl:1][C:2]1[CH:3]=[CH:4][C:5]([S:9][CH3:10])=[C:6]([NH2:8])[CH:7]=1.[Cl:11][C:12]1[C:13]([F:22])=[C:14]([S:18](Cl)(=[O:20])=[O:19])[CH:15]=[CH:16][CH:17]=1. No catalyst specified. The product is [Cl:11][C:12]1[C:13]([F:22])=[C:14]([S:18]([NH:8][C:6]2[CH:7]=[C:2]([Cl:1])[CH:3]=[CH:4][C:5]=2[S:9][CH3:10])(=[O:20])=[O:19])[CH:15]=[CH:16][CH:17]=1. The yield is 0.620.